The task is: Regression. Given a peptide amino acid sequence and an MHC pseudo amino acid sequence, predict their binding affinity value. This is MHC class II binding data.. This data is from Peptide-MHC class II binding affinity with 134,281 pairs from IEDB. (1) The peptide sequence is PRTKYTATISGLKPG. The MHC is DRB1_0404 with pseudo-sequence DRB1_0404. The binding affinity (normalized) is 0.333. (2) The peptide sequence is HRLMSAAVKDERAVH. The MHC is DRB1_0401 with pseudo-sequence DRB1_0401. The binding affinity (normalized) is 0.343. (3) The peptide sequence is FSTVFPPTSFGPLVR. The MHC is DRB1_0101 with pseudo-sequence DRB1_0101. The binding affinity (normalized) is 0.582. (4) The peptide sequence is GSLIVNPSLNGFLSK. The MHC is H-2-IAb with pseudo-sequence H-2-IAb. The binding affinity (normalized) is 0.287.